This data is from Reaction yield outcomes from USPTO patents with 853,638 reactions. The task is: Predict the reaction yield, written as a fraction of the theoretical maximum amount of product (1.0 means a 100% yield; for example, 0.34 means a 34% yield). (1) The reactants are [Cl:1][C:2]1[C:3]2[CH:10]=[CH:9][NH:8][C:4]=2[N:5]=[CH:6][N:7]=1.[F:11][C:12](S([O-])=O)([F:14])[F:13].[Na+].C(OO)(C)(C)C.C(=O)(O)[O-].[Na+]. The catalyst is ClCCl.O. The product is [Cl:1][C:2]1[C:3]2[C:10]([C:12]([F:14])([F:13])[F:11])=[CH:9][NH:8][C:4]=2[N:5]=[CH:6][N:7]=1. The yield is 0.180. (2) The reactants are [Br:1][C:2]1[CH:3]=[CH:4][C:5]([OH:18])=[C:6]([C:8](=[O:17])[CH2:9][C:10]2[CH:15]=[CH:14][C:13]([F:16])=[CH:12][CH:11]=2)[CH:7]=1.[C:19]([O-])(=O)[CH3:20].[Na+]. The catalyst is C(OC(=O)C)(=O)C. The product is [Br:1][C:2]1[CH:7]=[C:6]2[C:5](=[CH:4][CH:3]=1)[O:18][C:19]([CH3:20])=[C:9]([C:10]1[CH:15]=[CH:14][C:13]([F:16])=[CH:12][CH:11]=1)[C:8]2=[O:17]. The yield is 0.630. (3) The yield is 0.630. The product is [CH2:35]([C:16]1[N:15]2[N:39]=[CH:40][CH:41]=[C:14]2[N:13]([C@H:10]2[CH2:9][CH2:8][C@H:7]([O:6][CH2:5][C:50]([OH:49])([CH3:51])[CH3:43])[CH2:12][CH2:11]2)[C:18](=[O:19])[C:17]=1[CH2:20][C:21]1[CH:26]=[CH:25][C:24]([C:27]2[CH:32]=[CH:31][CH:30]=[CH:29][C:28]=2[C:33]#[N:34])=[N:23][CH:22]=1)[CH2:36][CH2:37][CH3:38]. The catalyst is O1CCCC1. The reactants are C(OC(=O)[CH2:5][O:6][C@H:7]1[CH2:12][CH2:11][C@H:10]([N:13]2[C:18](=[O:19])[C:17]([CH2:20][C:21]3[CH:22]=[N:23][C:24]([C:27]4[CH:32]=[CH:31][CH:30]=[CH:29][C:28]=4[C:33]#[N:34])=[CH:25][CH:26]=3)=[C:16]([CH2:35][CH2:36][CH2:37][CH3:38])[N:15]3[N:39]=[CH:40][CH:41]=[C:14]23)[CH2:9][CH2:8]1)C.[CH3:43][Mg]Br.C([O:49][CH2:50][CH3:51])(=O)C. (4) The reactants are [CH:1]1([CH2:7][CH2:8][CH2:9][C:10]2([CH3:39])[C:19]3[C:14](=[CH:15][CH:16]=[CH:17][CH:18]=3)[C:13]([OH:20])=[C:12]([C:21]3[NH:26][C:25]4[CH:27]=[CH:28][C:29]([NH:31][S:32]([CH3:35])(=[O:34])=[O:33])=[CH:30][C:24]=4[S:23](=[O:37])(=[O:36])[N:22]=3)[C:11]2=[O:38])[CH2:6][CH2:5][CH2:4][CH2:3][CH2:2]1.[OH-].[Na+:41]. The catalyst is O. The product is [CH:1]1([CH2:7][CH2:8][CH2:9][C:10]2([CH3:39])[C:19]3[C:14](=[CH:15][CH:16]=[CH:17][CH:18]=3)[C:13]([O-:20])=[C:12]([C:21]3[NH:26][C:25]4[CH:27]=[CH:28][C:29]([NH:31][S:32]([CH3:35])(=[O:34])=[O:33])=[CH:30][C:24]=4[S:23](=[O:36])(=[O:37])[N:22]=3)[C:11]2=[O:38])[CH2:6][CH2:5][CH2:4][CH2:3][CH2:2]1.[Na+:41]. The yield is 0.950. (5) The reactants are [H-].[Na+].[CH2:3]([O:5][C:6](=[O:13])[CH2:7][C:8]([O:10][CH2:11][CH3:12])=[O:9])[CH3:4].Cl[C:15]1[C:20]([Cl:21])=[CH:19][CH:18]=[CH:17][N:16]=1.Cl. The catalyst is O1CCOCC1.[Cu]Cl.C(OCC)(=O)C.O. The product is [CH2:3]([O:5][C:6](=[O:13])[CH:7]([C:15]1[C:20]([Cl:21])=[CH:19][CH:18]=[CH:17][N:16]=1)[C:8]([O:10][CH2:11][CH3:12])=[O:9])[CH3:4]. The yield is 0.172. (6) The reactants are [CH2:1]([O:3][CH:4]([CH3:7])[CH2:5][NH2:6])[CH3:2].C([N:16]=[C:17]=[S:18])(=O)C1C=CC=CC=1.C(=O)([O-])[O-].[K+].[K+].S(=O)(=O)(O)O. The catalyst is C(Cl)(Cl)Cl. The product is [CH2:1]([O:3][CH:4]([CH3:7])[CH2:5][NH:6][C:17]([NH2:16])=[S:18])[CH3:2]. The yield is 0.590.